This data is from Full USPTO retrosynthesis dataset with 1.9M reactions from patents (1976-2016). The task is: Predict the reactants needed to synthesize the given product. Given the product [C:20]1([N:17]2[C:2]([CH2:9][CH2:10][C:11]3[CH:12]=[CH:13][CH:14]=[CH:15][CH:16]=3)=[C:3]([C:4]([OH:6])=[O:5])[N:19]=[N:18]2)[CH:25]=[CH:24][CH:23]=[CH:22][CH:21]=1, predict the reactants needed to synthesize it. The reactants are: O=[C:2]([CH2:9][CH2:10][C:11]1[CH:16]=[CH:15][CH:14]=[CH:13][CH:12]=1)[CH2:3][C:4]([O:6]CC)=[O:5].[N:17]([C:20]1[CH:25]=[CH:24][CH:23]=[CH:22][CH:21]=1)=[N+:18]=[N-:19].CO.C[O-].[Na+].[OH-].[Na+].